Dataset: Full USPTO retrosynthesis dataset with 1.9M reactions from patents (1976-2016). Task: Predict the reactants needed to synthesize the given product. (1) Given the product [F:10][C:7]1[CH:6]=[C:3]([C:4]#[N:5])[C:2]([C:13]2[CH:14]=[C:15]([N+:18]([O-:20])=[O:19])[CH:16]=[CH:17][C:12]=2[F:11])=[CH:9][CH:8]=1, predict the reactants needed to synthesize it. The reactants are: Br[C:2]1[CH:9]=[CH:8][C:7]([F:10])=[CH:6][C:3]=1[C:4]#[N:5].[F:11][C:12]1[CH:17]=[CH:16][C:15]([N+:18]([O-:20])=[O:19])=[CH:14][C:13]=1B1OC(C)(C)C(C)(C)O1.[F-].[K+].C(P(C(C)(C)C)C(C)(C)C)(C)(C)C. (2) Given the product [CH3:51][O:64][C:62](=[O:63])[C:61]([CH3:69])([CH3:60])[CH2:67][CH2:66][C:65]([N:2]([CH3:1])[CH2:3][CH2:4][N:5]([CH2:11][C:12]1[CH:13]=[C:14]([CH:48]=[CH:49][CH:50]=1)[C:15]([NH:17][C:18]1[S:19][C:20]2[CH2:47][CH2:46][CH2:45][CH2:44][C:21]=2[C:22]=1[C:23]([NH:25][C:26]1[CH:31]=[CH:30][C:29]([CH2:32][CH2:33][C:34]2[CH:35]=[CH:36][C:37]([C:38]([O:40][CH3:41])=[O:39])=[CH:42][CH:43]=2)=[CH:28][CH:27]=1)=[O:24])=[O:16])[CH:6]([CH2:7][CH3:8])[CH2:9][CH3:10])=[O:68], predict the reactants needed to synthesize it. The reactants are: [CH3:1][NH:2][CH2:3][CH2:4][N:5]([CH2:11][C:12]1[CH:13]=[C:14]([CH:48]=[CH:49][CH:50]=1)[C:15]([NH:17][C:18]1[S:19][C:20]2[CH2:47][CH2:46][CH2:45][CH2:44][C:21]=2[C:22]=1[C:23]([NH:25][C:26]1[CH:31]=[CH:30][C:29]([CH2:32][CH2:33][C:34]2[CH:43]=[CH:42][C:37]([C:38]([O:40][CH3:41])=[O:39])=[CH:36][CH:35]=2)=[CH:28][CH:27]=1)=[O:24])=[O:16])[CH:6]([CH2:9][CH3:10])[CH2:7][CH3:8].[CH2:51](N(C(C)C)C(C)C)C.[CH3:60][C:61]1([CH3:69])[CH2:67][CH2:66][C:65](=[O:68])[O:64][C:62]1=[O:63]. (3) Given the product [Cl:20][C:21]1[CH:41]=[CH:40][C:24]2[O:25][C:26]3[CH:31]=[CH:30][CH:29]=[CH:28][C:27]=3[C:32]3[C:33](=[O:39])[N:34]([CH3:38])[CH2:35][C:36]=3[C:23]=2[CH:22]=1, predict the reactants needed to synthesize it. The reactants are: P(=O)(O)(O)O.O=P12OP3(OP(OP(O3)(O1)=O)(=O)O2)=O.[Cl:20][C:21]1[CH:41]=[CH:40][C:24]([O:25][C:26]2[CH:31]=[CH:30][CH:29]=[CH:28][C:27]=2[CH:32]2[C:36](=O)[CH2:35][N:34]([CH3:38])[C:33]2=[O:39])=[CH:23][CH:22]=1. (4) Given the product [NH2:2][CH2:3][C@H:4]1[CH2:9][CH2:8][C@H:7]([C:10]([NH:12][CH:13]([CH2:37][C:38]2[CH:39]=[CH:40][C:41]([C:44]3[CH:49]=[CH:48][C:47]([C:50](=[O:59])[NH:51][C@H:52]4[CH2:57][CH2:56][C@H:55]([OH:58])[CH2:54][CH2:53]4)=[CH:46][C:45]=3[CH3:60])=[CH:42][CH:43]=2)[C:14]([NH:16][C:17]2[CH:18]=[CH:19][C:20]([C:23]3[NH:24][C:25]([C:28]([F:35])([F:36])[C:29]([F:33])([F:34])[C:30]([OH:32])=[O:31])=[N:26][N:27]=3)=[CH:21][CH:22]=2)=[O:15])=[O:11])[CH2:6][CH2:5]1, predict the reactants needed to synthesize it. The reactants are: Cl.[NH2:2][CH2:3][C@H:4]1[CH2:9][CH2:8][C@H:7]([C:10]([NH:12][C@@H:13]([CH2:37][C:38]2[CH:43]=[CH:42][C:41]([C:44]3[CH:49]=[CH:48][C:47]([C:50](=[O:59])[NH:51][C@H:52]4[CH2:57][CH2:56][C@H:55]([OH:58])[CH2:54][CH2:53]4)=[CH:46][C:45]=3[CH3:60])=[CH:40][CH:39]=2)[C:14]([NH:16][C:17]2[CH:22]=[CH:21][C:20]([C:23]3[NH:27][N:26]=[C:25]([C:28]([F:36])([F:35])[C:29]([F:34])([F:33])[C:30]([OH:32])=[O:31])[N:24]=3)=[CH:19][CH:18]=2)=[O:15])=[O:11])[CH2:6][CH2:5]1.[Cl-].C(=O)([O-])O.[Na+]. (5) Given the product [CH3:1][C:2]1[C:6]([C:7]2[CH:8]=[C:9]3[C:15]([CH2:16][CH:18]4[CH2:23][CH:22]5[CH2:24][CH:19]4[CH2:20][CH2:21]5)=[CH:14][N:13]([CH3:25])[C:10]3=[N:11][CH:12]=2)=[C:5]([CH3:26])[O:4][N:3]=1, predict the reactants needed to synthesize it. The reactants are: [CH3:1][C:2]1[C:6]([C:7]2[CH:8]=[C:9]3[C:15]([CH:16]([CH:18]4[CH2:23][CH:22]5[CH2:24][CH:19]4[CH2:20][CH2:21]5)O)=[CH:14][N:13]([CH3:25])[C:10]3=[N:11][CH:12]=2)=[C:5]([CH3:26])[O:4][N:3]=1.C([SiH](CC)CC)C.FC(F)(F)C(O)=O.C(=O)([O-])[O-].[K+].[K+].